From a dataset of Full USPTO retrosynthesis dataset with 1.9M reactions from patents (1976-2016). Predict the reactants needed to synthesize the given product. (1) Given the product [F:4][C:5]1[CH:6]=[C:7]([CH:8]([OH:9])[CH3:1])[CH:10]=[C:11]([F:14])[C:12]=1[F:13], predict the reactants needed to synthesize it. The reactants are: [CH3:1][Mg+].[Br-].[F:4][C:5]1[CH:6]=[C:7]([CH:10]=[C:11]([F:14])[C:12]=1[F:13])[CH:8]=[O:9]. (2) Given the product [Cl:1][C:2]1[CH:3]=[C:4]2[C:8](=[CH:9][CH:10]=1)[NH:7][C:6]([C:11]([NH:13][C@@H:14]([CH2:20][C:21]1[CH:26]=[CH:25][CH:24]=[CH:23][CH:22]=1)[C@@H:15]([OH:19])[C:16]([N:27]1[CH2:31][CH:30]=[CH:29][CH2:28]1)=[O:18])=[O:12])=[CH:5]2, predict the reactants needed to synthesize it. The reactants are: [Cl:1][C:2]1[CH:3]=[C:4]2[C:8](=[CH:9][CH:10]=1)[NH:7][C:6]([C:11]([NH:13][C@@H:14]([CH2:20][C:21]1[CH:26]=[CH:25][CH:24]=[CH:23][CH:22]=1)[C@@H:15]([OH:19])[C:16]([OH:18])=O)=[O:12])=[CH:5]2.[NH:27]1[CH2:31][CH:30]=[CH:29][CH2:28]1.O.ON1C2C=CC=CC=2N=N1.C(N(CC)C(C)C)(C)C.Cl.CN(C)CCCN=C=NCC. (3) The reactants are: [CH2:1]([C:10]1[CH:11]=[CH:12][C:13]2[CH2:14][C:15]3[C:28]([C:29](=O)[C:30]=2[CH:31]=1)=[CH:27][C:26]1[CH2:25][C:24]2[C:19](=[CH:20][C:21]([CH2:33][CH2:34][CH2:35][CH2:36][CH2:37][CH2:38][CH2:39][CH2:40][CH3:41])=[CH:22][CH:23]=2)[C:18](=O)[C:17]=1[CH:16]=3)[CH2:2][CH2:3][CH2:4][CH2:5][CH2:6][CH2:7][CH2:8][CH3:9]. Given the product [CH2:33]([C:21]1[CH:22]=[CH:23][C:24]2[C:19](=[CH:18][C:17]3[C:26]([CH:25]=2)=[CH:27][C:28]2[C:15](=[CH:14][C:13]4[C:30]([CH:29]=2)=[CH:31][C:10]([CH2:1][CH2:2][CH2:3][CH2:4][CH2:5][CH2:6][CH2:7][CH2:8][CH3:9])=[CH:11][CH:12]=4)[CH:16]=3)[CH:20]=1)[CH2:34][CH2:35][CH2:36][CH2:37][CH2:38][CH2:39][CH2:40][CH3:41], predict the reactants needed to synthesize it.